Dataset: Reaction yield outcomes from USPTO patents with 853,638 reactions. Task: Predict the reaction yield, written as a fraction of the theoretical maximum amount of product (1.0 means a 100% yield; for example, 0.34 means a 34% yield). The reactants are [H-].[Al+3].[Li+].[H-].[H-].[H-].[CH2:7]([C:9]1[N:10]=[CH:11][S:12][C:13]=1[C:14](OCC)=[O:15])[CH3:8]. The catalyst is C1COCC1. The product is [CH2:7]([C:9]1[N:10]=[CH:11][S:12][C:13]=1[CH2:14][OH:15])[CH3:8]. The yield is 0.710.